From a dataset of Reaction yield outcomes from USPTO patents with 853,638 reactions. Predict the reaction yield, written as a fraction of the theoretical maximum amount of product (1.0 means a 100% yield; for example, 0.34 means a 34% yield). (1) The reactants are [OH:1][C:2]1[CH:7]=[CH:6][CH:5]=[C:4]([OH:8])[C:3]=1[C:9](=[O:11])[CH3:10].C(=O)([O-])[O-].[K+].[K+].[F:18][C:19]1[CH:26]=[CH:25][C:22]([CH2:23]Br)=[CH:21][CH:20]=1.Cl. The catalyst is CN(C=O)C.O. The product is [F:18][C:19]1[CH:26]=[CH:25][C:22]([CH2:23][O:1][C:2]2[CH:7]=[CH:6][CH:5]=[C:4]([OH:8])[C:3]=2[C:9](=[O:11])[CH3:10])=[CH:21][CH:20]=1. The yield is 0.650. (2) The reactants are [N:1]1([C:5](=O)[C@@H:6]([NH:10][C:11](=O)OC(C)(C)C)[CH:7]2[CH2:9][CH2:8]2)[CH2:4][CH2:3][CH2:2]1.[H-].[H-].[H-].[H-].[Li+].[Al+3].[O-]S([O-])(=O)=O.[Na+].[Na+].[OH-].[Na+]. The catalyst is C1COCC1.CCO. The product is [N:1]1([CH2:5][C@H:6]([CH:7]2[CH2:9][CH2:8]2)[NH:10][CH3:11])[CH2:4][CH2:3][CH2:2]1. The yield is 0.370.